Predict the reactants needed to synthesize the given product. From a dataset of Full USPTO retrosynthesis dataset with 1.9M reactions from patents (1976-2016). (1) Given the product [Cl:1][C:2]1[CH:3]=[CH:4][C:5]([CH2:6][N:7]2[C:12]3[S:13][C:14]4[CH2:19][N:18]([CH2:40][C:41]5[CH:46]=[CH:45][CH:44]=[CH:43][CH:42]=5)[CH2:17][CH2:16][C:15]=4[C:11]=3[C:10]3=[N:20][CH:21]=[N:22][N:9]3[C:8]2=[O:23])=[CH:24][CH:25]=1, predict the reactants needed to synthesize it. The reactants are: [Cl:1][C:2]1[CH:25]=[CH:24][C:5]([CH2:6][N:7]2[C:12]3[S:13][C:14]4[CH2:19][NH:18][CH2:17][CH2:16][C:15]=4[C:11]=3[C:10]3=[N:20][CH:21]=[N:22][N:9]3[C:8]2=[O:23])=[CH:4][CH:3]=1.C(O[BH-](OC(=O)C)OC(=O)C)(=O)C.[Na+].[CH:40](=O)[C:41]1[CH:46]=[CH:45][CH:44]=[CH:43][CH:42]=1. (2) Given the product [Br:1][C:2]1[CH:7]=[CH:6][C:5]([O:8][C:9]([F:10])([F:11])[F:12])=[CH:4][C:3]=1[CH2:13][Br:21], predict the reactants needed to synthesize it. The reactants are: [Br:1][C:2]1[CH:7]=[CH:6][C:5]([O:8][C:9]([F:12])([F:11])[F:10])=[CH:4][C:3]=1[CH3:13].C1C(=O)N([Br:21])C(=O)C1.N(C(C)(C)C#N)=NC(C)(C)C#N. (3) The reactants are: [NH2:1][C:2]1[CH:9]=[CH:8][C:7]([F:10])=[CH:6][C:3]=1[C:4]#[N:5].[Cl:11]N1C(=O)CCC1=O. Given the product [NH2:1][C:2]1[C:9]([Cl:11])=[CH:8][C:7]([F:10])=[CH:6][C:3]=1[C:4]#[N:5], predict the reactants needed to synthesize it.